This data is from Catalyst prediction with 721,799 reactions and 888 catalyst types from USPTO. The task is: Predict which catalyst facilitates the given reaction. (1) The catalyst class is: 7. Reactant: C([O:3][C:4](=O)[CH:5]([N:12]1[C:16]2[CH:17]=[CH:18][CH:19]=[CH:20][C:15]=2[N:14]=[C:13]1[C:21]1[CH:26]=[CH:25][C:24]([Cl:27])=[CH:23][CH:22]=1)[CH:6]1[CH2:11][CH2:10][CH2:9][CH2:8][CH2:7]1)C.[H-].[Al+3].[Li+].[H-].[H-].[H-]. Product: [Cl:27][C:24]1[CH:25]=[CH:26][C:21]([C:13]2[N:12]([CH:5]([CH:6]3[CH2:11][CH2:10][CH2:9][CH2:8][CH2:7]3)[CH2:4][OH:3])[C:16]3[CH:17]=[CH:18][CH:19]=[CH:20][C:15]=3[N:14]=2)=[CH:22][CH:23]=1. (2) Reactant: [Br:1][C:2]1[CH:3]=[C:4]2[NH:10][CH:9]=[CH:8][C:5]2=[N:6][CH:7]=1.Br[CH2:12][C:13]([C:15]1[CH:20]=[CH:19][CH:18]=[C:17]([F:21])[CH:16]=1)=[O:14].CN(C)C=O.C(N(C(C)C)C(C)C)C. Product: [Br:1][C:2]1[CH:3]=[C:4]2[N:10]([CH2:12][C:13]([C:15]3[CH:20]=[CH:19][CH:18]=[C:17]([F:21])[CH:16]=3)=[O:14])[CH:9]=[CH:8][C:5]2=[N:6][CH:7]=1. The catalyst class is: 13. (3) Reactant: [OH:1][C:2]1[CH:3]=[CH:4][C:5]2[CH2:6][C@H:7]3[N:18]([C:19]([O:21][C:22]([CH3:25])([CH3:24])[CH3:23])=[O:20])[CH2:17][CH2:16][C@@:13]4([C:14]=2[CH:15]=1)[C@H:8]3[CH2:9][CH2:10][CH2:11][CH2:12]4.C(N(CC)CC)C.[C:33]1([N:39]=[C:40]=[O:41])[CH:38]=[CH:37][CH:36]=[CH:35][CH:34]=1. Product: [NH:39]([C:40]([O:1][C:2]1[CH:3]=[CH:4][C:5]2[CH2:6][C@H:7]3[N:18]([C:19]([O:21][C:22]([CH3:25])([CH3:24])[CH3:23])=[O:20])[CH2:17][CH2:16][C@@:13]4([C:14]=2[CH:15]=1)[C@H:8]3[CH2:9][CH2:10][CH2:11][CH2:12]4)=[O:41])[C:33]1[CH:38]=[CH:37][CH:36]=[CH:35][CH:34]=1. The catalyst class is: 4. (4) Reactant: [Br:1][C:2]1[C:3]([CH3:8])=[N:4][CH:5]=[CH:6][CH:7]=1.[Br:9]N1C(=O)CCC1=O. Product: [Br:1][C:2]1[C:3]([CH2:8][Br:9])=[N:4][CH:5]=[CH:6][CH:7]=1. The catalyst class is: 53. (5) Reactant: [Cl:1][C:2]1[CH:10]=[CH:9][CH:8]=[C:7]([Si:11]([CH3:14])([CH3:13])[CH3:12])[C:3]=1[C:4](Cl)=[O:5].[CH2:15]([SH:17])[CH3:16]. Product: [Cl:1][C:2]1[CH:10]=[CH:9][CH:8]=[C:7]([Si:11]([CH3:14])([CH3:13])[CH3:12])[C:3]=1[C:4](=[O:5])[S:17][CH2:15][CH3:16]. The catalyst class is: 79. (6) Reactant: [CH:1]([C:3]1[CH:4]=[C:5]([CH:8]=[CH:9][N:10]=1)[C:6]#[N:7])=[CH2:2].[CH3:11][N:12]([CH3:30])[C:13]([C:15]1[O:16][C:17]2[C:23]([N:24]3[CH2:29][CH2:28][NH:27][CH2:26][CH2:25]3)=[CH:22][CH:21]=[CH:20][C:18]=2[CH:19]=1)=[O:14].C(O)(=O)C. Product: [C:6]([C:5]1[CH:8]=[CH:9][N:10]=[C:3]([CH2:1][CH2:2][N:27]2[CH2:28][CH2:29][N:24]([C:23]3[C:17]4[O:16][C:15]([C:13]([N:12]([CH3:30])[CH3:11])=[O:14])=[CH:19][C:18]=4[CH:20]=[CH:21][CH:22]=3)[CH2:25][CH2:26]2)[CH:4]=1)#[N:7]. The catalyst class is: 8. (7) Reactant: [OH:1][C:2]1[CH:3]=[C:4]([C:8]2[O:12][C:11]([C:13]([O:15]C)=[O:14])=[CH:10][CH:9]=2)[CH:5]=[CH:6][CH:7]=1.[OH-].[Na+]. Product: [OH:1][C:2]1[CH:3]=[C:4]([C:8]2[O:12][C:11]([C:13]([OH:15])=[O:14])=[CH:10][CH:9]=2)[CH:5]=[CH:6][CH:7]=1. The catalyst class is: 8. (8) Reactant: Cl[CH2:2][CH2:3][N:4]([CH2:16][CH2:17]Cl)[CH2:5][C@@H:6]1[O:11][C:10]2[CH:12]=[CH:13][CH:14]=[CH:15][C:9]=2[O:8][CH2:7]1.C([N:21]([CH2:24][CH3:25])CC)C. Product: [O:11]1[C@@H:6]([CH2:5][N:4]2[CH2:16][CH2:17][N:21]([C:24]3[CH:25]=[CH:15][CH:14]=[CH:13][C:12]=3[CH2:10][CH2:9][OH:8])[CH2:2][CH2:3]2)[CH2:7][O:8][C:9]2[CH:15]=[CH:14][CH:13]=[CH:12][C:10]1=2. The catalyst class is: 10. (9) Reactant: [CH:1]1([N:6]2[C:10]3[N:11]=[C:12]([NH2:15])[N:13]=[CH:14][C:9]=3[C:8]3[CH:16]=[CH:17][N:18]=[C:19]([F:20])[C:7]2=3)[CH2:5][CH2:4][CH2:3][CH2:2]1.[Si:21]([O:28][CH2:29][CH2:30][CH:31]1[CH2:36][CH2:35][N:34]([C:37]2[CH:38]=[CH:39][C:40](Cl)=[N:41][CH:42]=2)[CH2:33][CH2:32]1)([C:24]([CH3:27])([CH3:26])[CH3:25])([CH3:23])[CH3:22].C1(P(C2C=CC=CC=2)C2C3OC4C(=CC=CC=4P(C4C=CC=CC=4)C4C=CC=CC=4)C(C)(C)C=3C=CC=2)C=CC=CC=1.CC(C)([O-])C.[Na+]. Product: [Si:21]([O:28][CH2:29][CH2:30][CH:31]1[CH2:32][CH2:33][N:34]([C:37]2[CH:38]=[CH:39][C:40]([NH:15][C:12]3[N:13]=[CH:14][C:9]4[C:8]5[CH:16]=[CH:17][N:18]=[C:19]([F:20])[C:7]=5[N:6]([CH:1]5[CH2:2][CH2:3][CH2:4][CH2:5]5)[C:10]=4[N:11]=3)=[N:41][CH:42]=2)[CH2:35][CH2:36]1)([C:24]([CH3:27])([CH3:25])[CH3:26])([CH3:23])[CH3:22]. The catalyst class is: 102. (10) Reactant: [C:1]([C:3]1[CH:8]=[CH:7][C:6]([CH:9]2[N:14]3[C:15](=[O:18])[NH:16][N:17]=[C:13]3[N:12]([C:19]3[CH:24]=[CH:23][CH:22]=[C:21]([C:25]([F:28])([F:27])[F:26])[CH:20]=3)[C:11]([CH3:29])=[C:10]2[C:30]([OH:32])=[O:31])=[CH:5][CH:4]=1)#[N:2].CN(C(ON1N=NC2C=CC=NC1=2)=[N+](C)C)C.F[P-](F)(F)(F)(F)F.[CH3:57][N:58]([CH3:62])[CH2:59][CH2:60]O. Product: [CH3:57][N:58]([CH3:62])[CH2:59][CH2:60][O:31][C:30]([C:10]1[CH:9]([C:6]2[CH:5]=[CH:4][C:3]([C:1]#[N:2])=[CH:8][CH:7]=2)[N:14]2[C:15](=[O:18])[NH:16][N:17]=[C:13]2[N:12]([C:19]2[CH:24]=[CH:23][CH:22]=[C:21]([C:25]([F:27])([F:28])[F:26])[CH:20]=2)[C:11]=1[CH3:29])=[O:32]. The catalyst class is: 3.